From a dataset of Retrosynthesis with 50K atom-mapped reactions and 10 reaction types from USPTO. Predict the reactants needed to synthesize the given product. (1) Given the product Cc1cnc(N)c(-c2ccccc2)c1, predict the reactants needed to synthesize it. The reactants are: Cc1cnc(N)c(Br)c1.OB(O)c1ccccc1. (2) The reactants are: CC(C)(C)OC(=O)N1CC[C@H]1COc1cnc(Cl)c(CNC(=O)c2cccc([N+](=O)[O-])c2)c1. Given the product O=C(NCc1cc(OC[C@@H]2CCN2)cnc1Cl)c1cccc([N+](=O)[O-])c1, predict the reactants needed to synthesize it. (3) Given the product CC(C)(Oc1ccc2c(c1)C(c1ccccc1)=CC2)c1ccc(C(=O)O)cc1, predict the reactants needed to synthesize it. The reactants are: COC(=O)c1ccc(C(C)(C)Oc2ccc3c(c2)C(c2ccccc2)=CC3)cc1. (4) Given the product CCc1c(-c2ccc3c(c2)c(C#N)c(N2CCCC2)n3C)nc(OCc2ccccc2)c(C(=O)OC)c1OCc1ccccc1, predict the reactants needed to synthesize it. The reactants are: C1CCNC1.CCc1c(-c2ccc3c(c2)c(C#N)c(Cl)n3C)nc(OCc2ccccc2)c(C(=O)OC)c1OCc1ccccc1. (5) Given the product CCOC(=O)C1(F)CCNCC1, predict the reactants needed to synthesize it. The reactants are: CCOC(=O)C1(F)CCN(C(=O)OC(C)(C)C)CC1. (6) Given the product Cc1noc(C2(N)CC2)n1, predict the reactants needed to synthesize it. The reactants are: Cc1noc(C2(NC(=O)OC(C)(C)C)CC2)n1. (7) Given the product CC(C)(CC(=O)N[C@@H]1CSc2ccccc2NC1=O)NC(=O)OC(C)(C)C, predict the reactants needed to synthesize it. The reactants are: CC(C)(CC(=O)O)NC(=O)OC(C)(C)C.N[C@@H]1CSc2ccccc2NC1=O. (8) Given the product C[C@H](NC(=O)c1ccc2c(=O)[nH]cnc2c1)C(=O)OC(C)(C)C, predict the reactants needed to synthesize it. The reactants are: C[C@H](N)C(=O)OC(C)(C)C.O=C(O)c1ccc2c(=O)[nH]cnc2c1. (9) Given the product CC(C)C[C@H](NC(=O)[C@H](Cc1ccccc1)NC(=O)c1cnccn1)B(O)O, predict the reactants needed to synthesize it. The reactants are: CC(C)CB(O)O.CC(C)C[C@H](NC(=O)[C@H](Cc1ccccc1)NC(=O)c1cnccn1)B1O[C@@H]2C[C@@H]3C[C@@H](C3(C)C)[C@]2(C)O1. (10) Given the product O=CC1=C(c2cccc3ccc(Cl)cc23)N2CCN=C2S1, predict the reactants needed to synthesize it. The reactants are: CN(C)C=O.Clc1ccc2cccc(C3=C(Br)SC4=NCCN43)c2c1.